This data is from Reaction yield outcomes from USPTO patents with 853,638 reactions. The task is: Predict the reaction yield, written as a fraction of the theoretical maximum amount of product (1.0 means a 100% yield; for example, 0.34 means a 34% yield). (1) The reactants are [Br:1][C:2]1[CH:7]=[CH:6][C:5]([OH:8])=[CH:4][CH:3]=1.[I-:9].[K+].II. The catalyst is N.O. The product is [Br:1][C:2]1[CH:7]=[CH:6][C:5]([OH:8])=[C:4]([I:9])[CH:3]=1. The yield is 0.770. (2) The reactants are [F:1][C:2]1[CH:7]=[CH:6][CH:5]=[C:4]([F:8])[C:3]=1[N:9]1[C:14]2[N:15]=[C:16]([NH:30][CH2:31][CH2:32][N:33]([CH3:35])[CH3:34])[N:17]=[C:18]([C:19]3[CH:20]=[C:21]([CH:25]=[C:26]([F:29])[C:27]=3[CH3:28])[C:22]([OH:24])=O)[C:13]=2[CH2:12][NH:11][C:10]1=[O:36].[CH3:37][NH:38][CH3:39].C(N(CC)CC)C.CN(C(ON1N=NC2C=CC=CC1=2)=[N+](C)C)C.F[P-](F)(F)(F)(F)F. The catalyst is C(Cl)Cl. The product is [F:1][C:2]1[CH:7]=[CH:6][CH:5]=[C:4]([F:8])[C:3]=1[N:9]1[C:14]2[N:15]=[C:16]([NH:30][CH2:31][CH2:32][N:33]([CH3:35])[CH3:34])[N:17]=[C:18]([C:19]3[CH:20]=[C:21]([CH:25]=[C:26]([F:29])[C:27]=3[CH3:28])[C:22]([N:38]([CH3:39])[CH3:37])=[O:24])[C:13]=2[CH2:12][NH:11][C:10]1=[O:36]. The yield is 0.570.